Dataset: Full USPTO retrosynthesis dataset with 1.9M reactions from patents (1976-2016). Task: Predict the reactants needed to synthesize the given product. (1) Given the product [Br:1][C:2]1[C:11]2[C:6](=[CH:7][C:8]([F:13])=[CH:9][C:10]=2[F:12])[N:5]=[C:4]([N:14]2[CH2:19][CH2:18][N:17]([CH:25]([CH3:27])[CH3:26])[C:16](=[O:20])[CH2:15]2)[C:3]=1[CH3:21], predict the reactants needed to synthesize it. The reactants are: [Br:1][C:2]1[C:11]2[C:6](=[CH:7][C:8]([F:13])=[CH:9][C:10]=2[F:12])[N:5]=[C:4]([N:14]2[CH2:19][CH2:18][NH:17][C:16](=[O:20])[CH2:15]2)[C:3]=1[CH3:21].[H-].[Na+].I[CH:25]([CH3:27])[CH3:26]. (2) Given the product [CH2:1]([N:8]([CH2:15][C:16]1[CH:21]=[CH:20][CH:19]=[CH:18][CH:17]=1)[CH2:9][C@@H:10]([F:14])[C:11]([N:52]([O:53][CH3:23])[CH3:47])=[O:12])[C:2]1[CH:7]=[CH:6][CH:5]=[CH:4][CH:3]=1, predict the reactants needed to synthesize it. The reactants are: [CH2:1]([N:8]([CH2:15][C:16]1[CH:21]=[CH:20][CH:19]=[CH:18][CH:17]=1)[CH2:9][C@@H:10]([F:14])[C:11](O)=[O:12])[C:2]1[CH:7]=[CH:6][CH:5]=[CH:4][CH:3]=1.Cl.[CH3:23]CN=C=NCCCN(C)C.Cl.CCN(C(C)C)C(C)C.C1C=C[C:47]2[N:52]([OH:53])N=NC=2C=1.